Dataset: Forward reaction prediction with 1.9M reactions from USPTO patents (1976-2016). Task: Predict the product of the given reaction. (1) Given the reactants [C:1]([N:4]([CH2:18][C:19]1[CH:24]=[CH:23][CH:22]=[CH:21][C:20]=1[C:25]([OH:27])=[O:26])[C:5]1[CH:10]=[CH:9][CH:8]=[CH:7][C:6]=1[O:11][C:12]1[CH:17]=[CH:16][CH:15]=[CH:14][CH:13]=1)(=[O:3])[CH3:2].C(=O)([O-])[O-].[K+].[K+].S(OCC)(O[CH2:38][CH3:39])(=O)=O.O, predict the reaction product. The product is: [C:1]([N:4]([CH2:18][C:19]1[CH:24]=[CH:23][CH:22]=[CH:21][C:20]=1[C:25]([O:27][CH2:38][CH3:39])=[O:26])[C:5]1[CH:10]=[CH:9][CH:8]=[CH:7][C:6]=1[O:11][C:12]1[CH:17]=[CH:16][CH:15]=[CH:14][CH:13]=1)(=[O:3])[CH3:2]. (2) Given the reactants [Na].[F:2][C:3]([F:22])([S:18]([OH:21])(=[O:20])=[O:19])[C:4]([O:6][C:7]12[CH2:16][CH:11]3[CH2:12][CH:13]([CH2:15][CH:9]([C:10]3=[O:17])[CH2:8]1)[CH2:14]2)=[O:5].[Cl-].[C:24]1([S+:30]([C:37]2[CH:42]=[CH:41][CH:40]=[CH:39][CH:38]=2)[C:31]2[CH:36]=[CH:35][CH:34]=[CH:33][CH:32]=2)[CH:29]=[CH:28][CH:27]=[CH:26][CH:25]=1, predict the reaction product. The product is: [O:17]=[C:10]1[CH:11]2[CH2:16][C:7]3([O:6][C:4]([C:3]([F:22])([F:2])[S:18]([O-:21])(=[O:19])=[O:20])=[O:5])[CH2:14][CH:13]([CH2:15][CH:9]1[CH2:8]3)[CH2:12]2.[C:37]1([S+:30]([C:24]2[CH:25]=[CH:26][CH:27]=[CH:28][CH:29]=2)[C:31]2[CH:36]=[CH:35][CH:34]=[CH:33][CH:32]=2)[CH:38]=[CH:39][CH:40]=[CH:41][CH:42]=1. (3) Given the reactants [CH3:1][O:2][C:3]1[CH:12]=[C:11]2[C:6]([C:7](O)=[N:8][C:9]([N:13]3[CH2:17][CH2:16][CH2:15][CH2:14]3)=[N:10]2)=[CH:5][CH:4]=1.O=P(Cl)(Cl)[Cl:21], predict the reaction product. The product is: [Cl:21][C:7]1[C:6]2[C:11](=[CH:12][C:3]([O:2][CH3:1])=[CH:4][CH:5]=2)[N:10]=[C:9]([N:13]2[CH2:17][CH2:16][CH2:15][CH2:14]2)[N:8]=1. (4) Given the reactants [CH2:1]([N:8]=[N+:9]=[N-:10])[C:2]1[CH:7]=[CH:6][CH:5]=[CH:4][CH:3]=1.[CH3:11][C:12]([CH3:16])([CH3:15])[C:13]#[CH:14], predict the reaction product. The product is: [CH2:1]([N:8]1[C:13]([C:12]([CH3:16])([CH3:15])[CH3:11])=[CH:14][N:10]=[N:9]1)[C:2]1[CH:7]=[CH:6][CH:5]=[CH:4][CH:3]=1. (5) Given the reactants C[Si]([N-][Si](C)(C)C)(C)C.[Na+].[Cl:11][C:12]1[CH:13]=[C:14]([F:19])[C:15](F)=[N:16][CH:17]=1.[C:20](#[N:24])[CH:21]([CH3:23])[CH3:22].[Cl-].[NH4+], predict the reaction product. The product is: [Cl:11][C:12]1[CH:13]=[C:14]([F:19])[C:15]([C:21]([CH3:23])([CH3:22])[C:20]#[N:24])=[N:16][CH:17]=1.